From a dataset of Peptide-MHC class II binding affinity with 134,281 pairs from IEDB. Regression. Given a peptide amino acid sequence and an MHC pseudo amino acid sequence, predict their binding affinity value. This is MHC class II binding data. The peptide sequence is HDKKSMGDDHFWAVR. The MHC is HLA-DPA10201-DPB10101 with pseudo-sequence HLA-DPA10201-DPB10101. The binding affinity (normalized) is 0.398.